This data is from Full USPTO retrosynthesis dataset with 1.9M reactions from patents (1976-2016). The task is: Predict the reactants needed to synthesize the given product. Given the product [O:22]=[C:20]1[C:19]2[CH:23]=[CH:24][CH:25]=[CH:26][C:18]=2[S:17][C:16]([C:14]2[N:15]=[C:10]([CH2:9][NH:8][S:29]([CH2:27][CH3:28])(=[O:31])=[O:30])[CH:11]=[CH:12][CH:13]=2)=[N:21]1, predict the reactants needed to synthesize it. The reactants are: FC(F)(F)C(O)=O.[NH2:8][CH2:9][C:10]1[N:15]=[C:14]([C:16]2[S:17][C:18]3[CH:26]=[CH:25][CH:24]=[CH:23][C:19]=3[C:20](=[O:22])[N:21]=2)[CH:13]=[CH:12][CH:11]=1.[CH2:27]([S:29](Cl)(=[O:31])=[O:30])[CH3:28].C(=O)([O-])O.[Na+].